Dataset: Reaction yield outcomes from USPTO patents with 853,638 reactions. Task: Predict the reaction yield, written as a fraction of the theoretical maximum amount of product (1.0 means a 100% yield; for example, 0.34 means a 34% yield). The reactants are Cl.[CH:2]1([C:5]2[N:6]=[CH:7][C:8]([O:11][C@H:12]3[CH2:22][N:15]4[C:16](=[O:21])[CH2:17][CH2:18][NH:19][CH2:20][C@H:14]4[CH2:13]3)=[N:9][CH:10]=2)[CH2:4][CH2:3]1.Cl[C:24]1[CH:29]=[CH:28][C:27]([C:30]([F:33])([F:32])[F:31])=[CH:26][N:25]=1.C(=O)([O-])[O-].[Na+].[Na+]. The catalyst is CS(C)=O.C(OCC)(=O)C. The product is [CH:2]1([C:5]2[N:6]=[CH:7][C:8]([O:11][C@H:12]3[CH2:22][N:15]4[C:16](=[O:21])[CH2:17][CH2:18][N:19]([C:24]5[CH:29]=[CH:28][C:27]([C:30]([F:33])([F:32])[F:31])=[CH:26][N:25]=5)[CH2:20][C@H:14]4[CH2:13]3)=[N:9][CH:10]=2)[CH2:4][CH2:3]1. The yield is 0.470.